From a dataset of Reaction yield outcomes from USPTO patents with 853,638 reactions. Predict the reaction yield, written as a fraction of the theoretical maximum amount of product (1.0 means a 100% yield; for example, 0.34 means a 34% yield). (1) The reactants are [F:1][C:2]1[CH:7]=[CH:6][CH:5]=[CH:4][C:3]=1[N:8]1[CH:12](N2CCCCC2)[CH:11]([CH3:19])[N:10]=[N:9]1.FC1C=CC(N2C(N3CCCCC3)C(C)N=N2)=CC=1. No catalyst specified. The product is [F:1][C:2]1[CH:7]=[CH:6][CH:5]=[CH:4][C:3]=1[N:8]1[CH:12]=[C:11]([CH3:19])[N:10]=[N:9]1. The yield is 0.650. (2) The catalyst is CC1CCCO1. The yield is 0.790. The reactants are C(NC(C)C)(C)C.C([Li])CCCCC.[C:15]([O:19][C:20]1[CH:25]=[CH:24][C:23](F)=[CH:22][C:21]=1[NH:27][C:28](=[S:33])[O:29][CH:30]([CH3:32])[CH3:31])([CH3:18])([CH3:17])[CH3:16]. The product is [C:15]([O:19][C:20]1[C:21]2[N:27]=[C:28]([O:29][CH:30]([CH3:32])[CH3:31])[S:33][C:22]=2[CH:23]=[CH:24][CH:25]=1)([CH3:18])([CH3:17])[CH3:16].